From a dataset of Reaction yield outcomes from USPTO patents with 853,638 reactions. Predict the reaction yield, written as a fraction of the theoretical maximum amount of product (1.0 means a 100% yield; for example, 0.34 means a 34% yield). The reactants are [C:1]([NH:5][S:6]([CH2:9][CH2:10][CH2:11]Cl)(=[O:8])=[O:7])([CH3:4])([CH3:3])[CH3:2].[Li]CCCC. The catalyst is C1COCC1. The product is [C:1]([NH:5][S:6]([CH:9]1[CH2:11][CH2:10]1)(=[O:8])=[O:7])([CH3:4])([CH3:3])[CH3:2]. The yield is 0.560.